From a dataset of NCI-60 drug combinations with 297,098 pairs across 59 cell lines. Regression. Given two drug SMILES strings and cell line genomic features, predict the synergy score measuring deviation from expected non-interaction effect. Drug 1: CC1OCC2C(O1)C(C(C(O2)OC3C4COC(=O)C4C(C5=CC6=C(C=C35)OCO6)C7=CC(=C(C(=C7)OC)O)OC)O)O. Drug 2: CCC1=C2CN3C(=CC4=C(C3=O)COC(=O)C4(CC)O)C2=NC5=C1C=C(C=C5)O. Cell line: HCT116. Synergy scores: CSS=66.9, Synergy_ZIP=-1.88, Synergy_Bliss=-2.01, Synergy_Loewe=0.807, Synergy_HSA=3.22.